From a dataset of NCI-60 drug combinations with 297,098 pairs across 59 cell lines. Regression. Given two drug SMILES strings and cell line genomic features, predict the synergy score measuring deviation from expected non-interaction effect. (1) Drug 1: CC1C(C(=O)NC(C(=O)N2CCCC2C(=O)N(CC(=O)N(C(C(=O)O1)C(C)C)C)C)C(C)C)NC(=O)C3=C4C(=C(C=C3)C)OC5=C(C(=O)C(=C(C5=N4)C(=O)NC6C(OC(=O)C(N(C(=O)CN(C(=O)C7CCCN7C(=O)C(NC6=O)C(C)C)C)C)C(C)C)C)N)C. Drug 2: C#CCC(CC1=CN=C2C(=N1)C(=NC(=N2)N)N)C3=CC=C(C=C3)C(=O)NC(CCC(=O)O)C(=O)O. Cell line: OVCAR3. Synergy scores: CSS=54.9, Synergy_ZIP=-0.909, Synergy_Bliss=-1.35, Synergy_Loewe=-9.31, Synergy_HSA=-1.53. (2) Drug 2: CC12CCC3C(C1CCC2OP(=O)(O)O)CCC4=C3C=CC(=C4)OC(=O)N(CCCl)CCCl.[Na+]. Cell line: EKVX. Drug 1: C1=NC2=C(N1)C(=S)N=C(N2)N. Synergy scores: CSS=27.7, Synergy_ZIP=-4.29, Synergy_Bliss=-3.30, Synergy_Loewe=-20.4, Synergy_HSA=-2.56.